This data is from Full USPTO retrosynthesis dataset with 1.9M reactions from patents (1976-2016). The task is: Predict the reactants needed to synthesize the given product. Given the product [CH3:26][N:27]([CH3:28])[C:22]([C:20]1[S:21][C:17]([C:13]2[N:8]3[N:9]=[C:10]([CH3:12])[CH:11]=[C:6]([CH:3]([CH2:4][CH3:5])[CH2:1][CH3:2])[C:7]3=[N:15][C:14]=2[CH3:16])=[C:18]([CH3:25])[CH:19]=1)=[O:23], predict the reactants needed to synthesize it. The reactants are: [CH2:1]([CH:3]([C:6]1[C:7]2[N:8]([C:13]([C:17]3[S:21][C:20]([C:22](O)=[O:23])=[CH:19][C:18]=3[CH3:25])=[C:14]([CH3:16])[N:15]=2)[N:9]=[C:10]([CH3:12])[CH:11]=1)[CH2:4][CH3:5])[CH3:2].[CH3:26][NH:27][CH3:28].